Dataset: Forward reaction prediction with 1.9M reactions from USPTO patents (1976-2016). Task: Predict the product of the given reaction. (1) Given the reactants [C:1]([O:5][C:6]([N:8]1[CH2:12][CH2:11][CH2:10][C@@H:9]1[C:13]1[CH:18]=[CH:17][CH:16]=[C:15]([C:19]([O:21]C)=[O:20])[CH:14]=1)=[O:7])([CH3:4])([CH3:3])[CH3:2].[OH-].[Na+], predict the reaction product. The product is: [C:1]([O:5][C:6]([N:8]1[CH2:12][CH2:11][CH2:10][C@@H:9]1[C:13]1[CH:18]=[CH:17][CH:16]=[C:15]([C:19]([OH:21])=[O:20])[CH:14]=1)=[O:7])([CH3:4])([CH3:2])[CH3:3]. (2) Given the reactants [CH:1]1([C:7]([NH:9][C:10]2[CH:15]=[C:14]([C:16]([F:19])([F:18])[F:17])[CH:13]=[CH:12][C:11]=2[NH:20][C:21]2[CH:22]=[C:23]([CH:27]=[CH:28][CH:29]=2)[C:24]([OH:26])=[O:25])=O)[CH2:6][CH2:5][CH2:4][CH2:3][CH2:2]1, predict the reaction product. The product is: [CH:1]1([C:7]2[N:20]([C:21]3[CH:22]=[C:23]([CH:27]=[CH:28][CH:29]=3)[C:24]([OH:26])=[O:25])[C:11]3[CH:12]=[CH:13][C:14]([C:16]([F:18])([F:19])[F:17])=[CH:15][C:10]=3[N:9]=2)[CH2:2][CH2:3][CH2:4][CH2:5][CH2:6]1. (3) Given the reactants Cl[CH2:2][CH2:3][CH2:4][CH2:5][C:6]([C:8]1[CH:9]=[C:10]([S:17]([NH2:20])(=[O:19])=[O:18])[C:11]2[O:15][CH2:14][CH2:13][C:12]=2[CH:16]=1)=[O:7].[F:21][C:22]([F:34])([F:33])[O:23][C:24]1[CH:29]=[CH:28][CH:27]=[CH:26][C:25]=1[CH2:30][CH2:31][NH2:32].[C:35](O[C:35]([O:37][C:38]([CH3:41])([CH3:40])[CH3:39])=[O:36])([O:37][C:38]([CH3:41])([CH3:40])[CH3:39])=[O:36].C(N(CC)CC)C, predict the reaction product. The product is: [NH2:20][S:17]([C:10]1[C:11]2[O:15][CH2:14][CH2:13][C:12]=2[CH:16]=[C:8]([C:6](=[O:7])[CH2:5][CH2:4][CH2:3][CH2:2][N:32]([CH2:31][CH2:30][C:25]2[CH:26]=[CH:27][CH:28]=[CH:29][C:24]=2[O:23][C:22]([F:33])([F:34])[F:21])[C:35](=[O:36])[O:37][C:38]([CH3:41])([CH3:40])[CH3:39])[CH:9]=1)(=[O:19])=[O:18]. (4) Given the reactants [O:1]=[C:2]1[NH:6][C:5]2[CH:7]=[CH:8][C:9]([NH:11][C:12](=[O:16])[C:13]([OH:15])=O)=[CH:10][C:4]=2[S:3]1.[F:17][C:18]1[CH:30]=[CH:29][C:21]([CH2:22][CH:23]2[CH2:28][CH2:27][NH:26][CH2:25][CH2:24]2)=[CH:20][CH:19]=1, predict the reaction product. The product is: [F:17][C:18]1[CH:19]=[CH:20][C:21]([CH2:22][CH:23]2[CH2:24][CH2:25][N:26]([C:13](=[O:15])[C:12]([NH:11][C:9]3[CH:8]=[CH:7][C:5]4[NH:6][C:2](=[O:1])[S:3][C:4]=4[CH:10]=3)=[O:16])[CH2:27][CH2:28]2)=[CH:29][CH:30]=1. (5) Given the reactants [CH2:1]1[O:11][C:4]2([CH2:9][CH2:8][C:7](=[O:10])[CH2:6][CH2:5]2)[O:3][CH2:2]1.C[Si]([N-][Si](C)(C)C)(C)C.[Li+].C([C:24]([O:26][CH2:27][CH3:28])=[O:25])#N.CCOC(C)=O, predict the reaction product. The product is: [CH2:27]([O:26][C:24]([CH:8]1[C:7](=[O:10])[CH2:6][CH2:5][C:4]2([O:3][CH2:2][CH2:1][O:11]2)[CH2:9]1)=[O:25])[CH3:28].